Dataset: Full USPTO retrosynthesis dataset with 1.9M reactions from patents (1976-2016). Task: Predict the reactants needed to synthesize the given product. The reactants are: Cl[CH2:2][CH2:3][O:4][C:5]1[C:13]2[C:8](=[N:9][CH:10]=[N:11][C:12]=2[NH:14][C:15]2[CH:20]=[CH:19][C:18]([O:21][CH2:22][C:23]3[CH:28]=[CH:27][CH:26]=[CH:25][N:24]=3)=[C:17]([Cl:29])[CH:16]=2)[NH:7][N:6]=1.[F:30][CH:31]1[CH2:36][CH2:35][NH:34][CH2:33][CH2:32]1. Given the product [Cl:29][C:17]1[CH:16]=[C:15]([NH:14][C:12]2[N:11]=[CH:10][N:9]=[C:8]3[NH:7][N:6]=[C:5]([O:4][CH2:3][CH2:2][N:34]4[CH2:35][CH2:36][CH:31]([F:30])[CH2:32][CH2:33]4)[C:13]=23)[CH:20]=[CH:19][C:18]=1[O:21][CH2:22][C:23]1[CH:28]=[CH:27][CH:26]=[CH:25][N:24]=1, predict the reactants needed to synthesize it.